Dataset: Full USPTO retrosynthesis dataset with 1.9M reactions from patents (1976-2016). Task: Predict the reactants needed to synthesize the given product. (1) Given the product [C:23]([NH:1][C:4]1[CH:13]=[C:12]2[C:7]([CH2:8][CH2:9][CH2:10][C:11]2=[O:14])=[CH:6][CH:5]=1)(=[O:25])[CH3:24], predict the reactants needed to synthesize it. The reactants are: [N+:1]([C:4]1[CH:13]=[C:12]2[C:7]([CH2:8][CH2:9][CH2:10][C:11]2=[O:14])=[CH:6][CH:5]=1)([O-])=O.Cl.C(N(CC)CC)C.[C:23](Cl)(=[O:25])[CH3:24]. (2) Given the product [C:1]([N:4]1[C:13]2[C:8](=[CH:9][C:10]([C:14]([NH:45][O:44][CH3:43])=[O:16])=[CH:11][CH:12]=2)[CH:7]([NH:17][C:18]2[CH:19]=[CH:20][C:21]([N:24]3[CH2:25][CH2:26][O:27][CH2:28][CH2:29]3)=[CH:22][CH:23]=2)[CH2:6][CH:5]1[CH3:30])(=[O:3])[CH3:2], predict the reactants needed to synthesize it. The reactants are: [C:1]([N:4]1[C:13]2[C:8](=[CH:9][C:10]([C:14]([OH:16])=O)=[CH:11][CH:12]=2)[CH:7]([NH:17][C:18]2[CH:23]=[CH:22][C:21]([N:24]3[CH2:29][CH2:28][O:27][CH2:26][CH2:25]3)=[CH:20][CH:19]=2)[CH2:6][CH:5]1[CH3:30])(=[O:3])[CH3:2].Cl.C1C=CC2N(O)N=NC=2C=1.Cl.[CH3:43][O:44][NH2:45].C(=O)([O-])O.[Na+]. (3) Given the product [F:18][C:17]([F:20])([F:19])[CH2:16][O:1][C:2]1[CH:3]=[C:4]([CH:7]=[CH:8][CH:9]=1)[CH:5]=[O:6], predict the reactants needed to synthesize it. The reactants are: [OH:1][C:2]1[CH:3]=[C:4]([CH:7]=[CH:8][CH:9]=1)[CH:5]=[O:6].FC(F)(F)S(O[CH2:16][C:17]([F:20])([F:19])[F:18])(=O)=O.C([O-])([O-])=O.[Cs+].[Cs+].O. (4) Given the product [ClH:1].[CH3:5][O:4][N:3]([CH3:2])[C:9](=[O:10])[C:8]1[CH:12]=[C:13]([Br:16])[CH:14]=[N:15][C:7]=1[NH2:6], predict the reactants needed to synthesize it. The reactants are: [ClH:1].[CH3:2][NH:3][O:4][CH3:5].[NH2:6][C:7]1[N:15]=[CH:14][C:13]([Br:16])=[CH:12][C:8]=1[C:9](O)=[O:10].CN1CCOCC1.C1CN([P+](ON2N=NC3C=CC=CC2=3)(N2CCCC2)N2CCCC2)CC1.F[P-](F)(F)(F)(F)F. (5) Given the product [CH2:1]([O:3][C:4](=[O:13])[CH2:5][C:6]([N:7]1[CH2:11][CH2:10][CH2:9][N:8]1[C:22]([C:20]1[CH:19]=[CH:18][N:17]=[C:16]([S:15][CH3:14])[N:21]=1)=[O:23])=[O:12])[CH3:2], predict the reactants needed to synthesize it. The reactants are: [CH2:1]([O:3][C:4](=[O:13])[CH2:5][C:6](=[O:12])[N:7]1[CH2:11][CH2:10][CH2:9][NH:8]1)[CH3:2].[CH3:14][S:15][C:16]1[N:21]=[C:20]([C:22](O)=[O:23])[CH:19]=[CH:18][N:17]=1.ON1C2C=CC=CC=2N=N1.Cl.CN(C)CCCN=C=NCC.C([O-])(O)=O.[Na+].